From a dataset of NCI-60 drug combinations with 297,098 pairs across 59 cell lines. Regression. Given two drug SMILES strings and cell line genomic features, predict the synergy score measuring deviation from expected non-interaction effect. (1) Synergy scores: CSS=42.3, Synergy_ZIP=3.48, Synergy_Bliss=0.853, Synergy_Loewe=-0.550, Synergy_HSA=1.46. Drug 2: CC12CCC3C(C1CCC2=O)CC(=C)C4=CC(=O)C=CC34C. Cell line: SNB-19. Drug 1: CNC(=O)C1=CC=CC=C1SC2=CC3=C(C=C2)C(=NN3)C=CC4=CC=CC=N4. (2) Drug 2: C1CC(C1)(C(=O)O)C(=O)O.[NH2-].[NH2-].[Pt+2]. Drug 1: C1CCC(CC1)NC(=O)N(CCCl)N=O. Synergy scores: CSS=28.1, Synergy_ZIP=-9.44, Synergy_Bliss=-2.23, Synergy_Loewe=-1.92, Synergy_HSA=-0.454. Cell line: MCF7. (3) Drug 1: CCCS(=O)(=O)NC1=C(C(=C(C=C1)F)C(=O)C2=CNC3=C2C=C(C=N3)C4=CC=C(C=C4)Cl)F. Drug 2: C1CN1P(=S)(N2CC2)N3CC3. Cell line: NCI-H226. Synergy scores: CSS=11.4, Synergy_ZIP=1.85, Synergy_Bliss=5.00, Synergy_Loewe=3.09, Synergy_HSA=3.16.